This data is from NCI-60 drug combinations with 297,098 pairs across 59 cell lines. The task is: Regression. Given two drug SMILES strings and cell line genomic features, predict the synergy score measuring deviation from expected non-interaction effect. (1) Drug 1: CC1=C2C(C(=O)C3(C(CC4C(C3C(C(C2(C)C)(CC1OC(=O)C(C(C5=CC=CC=C5)NC(=O)OC(C)(C)C)O)O)OC(=O)C6=CC=CC=C6)(CO4)OC(=O)C)O)C)O. Drug 2: B(C(CC(C)C)NC(=O)C(CC1=CC=CC=C1)NC(=O)C2=NC=CN=C2)(O)O. Cell line: CAKI-1. Synergy scores: CSS=12.5, Synergy_ZIP=-0.257, Synergy_Bliss=-1.25, Synergy_Loewe=-8.77, Synergy_HSA=-3.73. (2) Drug 1: C1CN1P(=S)(N2CC2)N3CC3. Drug 2: CCC(=C(C1=CC=CC=C1)C2=CC=C(C=C2)OCCN(C)C)C3=CC=CC=C3.C(C(=O)O)C(CC(=O)O)(C(=O)O)O. Cell line: SNB-75. Synergy scores: CSS=7.34, Synergy_ZIP=-1.62, Synergy_Bliss=2.04, Synergy_Loewe=-3.40, Synergy_HSA=0.711. (3) Drug 1: CCC1(CC2CC(C3=C(CCN(C2)C1)C4=CC=CC=C4N3)(C5=C(C=C6C(=C5)C78CCN9C7C(C=CC9)(C(C(C8N6C=O)(C(=O)OC)O)OC(=O)C)CC)OC)C(=O)OC)O.OS(=O)(=O)O. Drug 2: CNC(=O)C1=NC=CC(=C1)OC2=CC=C(C=C2)NC(=O)NC3=CC(=C(C=C3)Cl)C(F)(F)F. Cell line: SW-620. Synergy scores: CSS=-14.5, Synergy_ZIP=3.20, Synergy_Bliss=-7.83, Synergy_Loewe=-13.0, Synergy_HSA=-14.6. (4) Drug 1: C1CC(C1)(C(=O)O)C(=O)O.[NH2-].[NH2-].[Pt+2]. Drug 2: CC1=C(C(=CC=C1)Cl)NC(=O)C2=CN=C(S2)NC3=CC(=NC(=N3)C)N4CCN(CC4)CCO. Cell line: MDA-MB-231. Synergy scores: CSS=10.3, Synergy_ZIP=-1.43, Synergy_Bliss=-0.238, Synergy_Loewe=-2.64, Synergy_HSA=-2.20. (5) Drug 1: C1CN1C2=NC(=NC(=N2)N3CC3)N4CC4. Drug 2: B(C(CC(C)C)NC(=O)C(CC1=CC=CC=C1)NC(=O)C2=NC=CN=C2)(O)O. Synergy scores: CSS=65.4, Synergy_ZIP=-4.88, Synergy_Bliss=-2.01, Synergy_Loewe=-2.33, Synergy_HSA=-1.99. Cell line: MALME-3M. (6) Drug 1: CC1=C2C(C(=O)C3(C(CC4C(C3C(C(C2(C)C)(CC1OC(=O)C(C(C5=CC=CC=C5)NC(=O)OC(C)(C)C)O)O)OC(=O)C6=CC=CC=C6)(CO4)OC(=O)C)OC)C)OC. Drug 2: CC1OCC2C(O1)C(C(C(O2)OC3C4COC(=O)C4C(C5=CC6=C(C=C35)OCO6)C7=CC(=C(C(=C7)OC)O)OC)O)O. Cell line: SK-MEL-28. Synergy scores: CSS=35.7, Synergy_ZIP=-1.83, Synergy_Bliss=-1.70, Synergy_Loewe=-0.101, Synergy_HSA=3.43. (7) Drug 1: C1=NC(=NC(=O)N1C2C(C(C(O2)CO)O)O)N. Drug 2: C1=CC=C(C(=C1)C(C2=CC=C(C=C2)Cl)C(Cl)Cl)Cl. Cell line: A549. Synergy scores: CSS=2.05, Synergy_ZIP=0.608, Synergy_Bliss=5.48, Synergy_Loewe=5.00, Synergy_HSA=4.22.